From a dataset of Full USPTO retrosynthesis dataset with 1.9M reactions from patents (1976-2016). Predict the reactants needed to synthesize the given product. (1) Given the product [NH2:22][CH2:21][C@@H:17]1[CH2:18][CH2:19][CH2:20][N:15]([CH2:14][CH2:13][N:8]2[C:9](=[O:12])[CH:10]=[N:11][C:6]3[CH:5]=[CH:4][C:3]([O:2][CH3:1])=[N:33][C:7]2=3)[CH2:16]1, predict the reactants needed to synthesize it. The reactants are: [CH3:1][O:2][C:3]1[CH:4]=[CH:5][C:6]2[N:11]=[CH:10][C:9](=[O:12])[N:8]([CH2:13][CH2:14][N:15]3[CH2:20][CH2:19][CH2:18][C@@H:17]([CH2:21][NH:22]C(=O)OCC4C=CC=CC=4)[CH2:16]3)[C:7]=2[N:33]=1. (2) Given the product [CH2:8]([C:7]1[CH:11]=[CH:12][CH:13]=[CH:14][C:6]=1[C:5]([OH:10])=[O:15])[C:6]1[CH:7]=[CH:11][CH:12]=[CH:13][CH:14]=1, predict the reactants needed to synthesize it. The reactants are: [Cl-].[Al+3].[Cl-].[Cl-].[C:5]1(=[O:15])[O:10][C:8](=O)[C:7]2=[CH:11][CH:12]=[CH:13][CH:14]=[C:6]12.Cl.